From a dataset of Full USPTO retrosynthesis dataset with 1.9M reactions from patents (1976-2016). Predict the reactants needed to synthesize the given product. Given the product [ClH:11].[Br:1][C:2]1[CH:7]=[N:6][CH:5]=[C:4]([CH:8]([Cl:16])[CH3:9])[CH:3]=1, predict the reactants needed to synthesize it. The reactants are: [Br:1][C:2]1[CH:3]=[C:4]([CH:8](O)[CH3:9])[CH:5]=[N:6][CH:7]=1.[Cl:11]CCl.S(Cl)([Cl:16])=O.